Predict the product of the given reaction. From a dataset of Forward reaction prediction with 1.9M reactions from USPTO patents (1976-2016). (1) Given the reactants [CH3:1][N:2]([CH3:28])[CH2:3][C:4]([CH3:27])([CH3:26])[C:5]([N:7]([CH:18]1[CH2:23][CH2:22][C:21]([CH3:25])([CH3:24])[CH2:20][CH2:19]1)[C@@H:8]1[CH2:12][NH:11][C@H:10]([C:13]([N:15]([CH3:17])[CH3:16])=[O:14])[CH2:9]1)=[O:6].[C:29]([N:33]1[CH2:37][C@@H:36]([C:38]2[CH:43]=[CH:42][C:41]([Cl:44])=[CH:40][CH:39]=2)[C@H:35]([C:45](O)=[O:46])[CH2:34]1)([CH3:32])([CH3:31])[CH3:30], predict the reaction product. The product is: [ClH:44].[C:29]([N:33]1[CH2:37][C@@H:36]([C:38]2[CH:39]=[CH:40][C:41]([Cl:44])=[CH:42][CH:43]=2)[C@H:35]([C:45]([N:11]2[CH2:12][C@@H:8]([N:7]([C:5](=[O:6])[C:4]([CH3:27])([CH3:26])[CH2:3][N:2]([CH3:1])[CH3:28])[CH:18]3[CH2:23][CH2:22][C:21]([CH3:24])([CH3:25])[CH2:20][CH2:19]3)[CH2:9][C@H:10]2[C:13]([N:15]([CH3:16])[CH3:17])=[O:14])=[O:46])[CH2:34]1)([CH3:32])([CH3:31])[CH3:30]. (2) Given the reactants [F:1][C:2]([F:15])([F:14])[C:3]1[CH:12]=[C:11]2[C:6]([CH2:7][CH2:8][NH:9][C:10]2=[O:13])=[CH:5][CH:4]=1.Br[C:17]1[CH:18]=[N:19][CH:20]=[CH:21][C:22]=1[CH2:23][N:24]1[CH2:28][CH2:27][CH2:26][CH2:25]1.P([O-])([O-])([O-])=O.[K+].[K+].[K+], predict the reaction product. The product is: [N:24]1([CH2:23][C:22]2[CH:17]=[CH:18][N:19]=[CH:20][C:21]=2[N:9]2[CH2:8][CH2:7][C:6]3[C:11](=[CH:12][C:3]([C:2]([F:1])([F:14])[F:15])=[CH:4][CH:5]=3)[C:10]2=[O:13])[CH2:25][CH2:26][CH2:27][CH2:28]1.